From a dataset of Reaction yield outcomes from USPTO patents with 853,638 reactions. Predict the reaction yield, written as a fraction of the theoretical maximum amount of product (1.0 means a 100% yield; for example, 0.34 means a 34% yield). The reactants are [Cl:1][C:2]1[CH:3]=[C:4]([CH:7]=[CH:8][C:9]=1[OH:10])[CH:5]=[O:6].[CH:11]1[CH:16]=[CH:15][C:14]([CH2:17]Br)=[CH:13][CH:12]=1.C([O-])([O-])=O.[K+].[K+].O. The catalyst is CC#N. The product is [CH2:17]([O:10][C:9]1[CH:8]=[CH:7][C:4]([CH:5]=[O:6])=[CH:3][C:2]=1[Cl:1])[C:14]1[CH:15]=[CH:16][CH:11]=[CH:12][CH:13]=1. The yield is 0.950.